This data is from Forward reaction prediction with 1.9M reactions from USPTO patents (1976-2016). The task is: Predict the product of the given reaction. Given the reactants C(Cl)(=O)C(Cl)=O.[CH:7]1([C:13]2[C:21]3[C:16](=[CH:17][C:18]([C:22](O)=[O:23])=[CH:19][CH:20]=3)[N:15]([CH3:25])[C:14]=2[C:26]2[CH:30]=[CH:29][O:28][CH:27]=2)[CH2:12][CH2:11][CH2:10][CH2:9][CH2:8]1.C[N:32](C=O)C.N, predict the reaction product. The product is: [CH:7]1([C:13]2[C:21]3[C:16](=[CH:17][C:18]([C:22]([NH2:32])=[O:23])=[CH:19][CH:20]=3)[N:15]([CH3:25])[C:14]=2[C:26]2[CH:30]=[CH:29][O:28][CH:27]=2)[CH2:8][CH2:9][CH2:10][CH2:11][CH2:12]1.